From a dataset of Forward reaction prediction with 1.9M reactions from USPTO patents (1976-2016). Predict the product of the given reaction. (1) The product is: [Cl:22][C:17]1[CH:16]=[C:15]([NH:14][C:5]2[C:4]3[C:9](=[CH:10][CH:11]=[C:2]([NH:1][CH2:29][C:28]4[CH:31]=[CH:32][CH:33]=[C:26]([N+:23]([O-:25])=[O:24])[CH:27]=4)[CH:3]=3)[N:8]=[CH:7][C:6]=2[C:12]#[N:13])[CH:20]=[CH:19][C:18]=1[F:21]. Given the reactants [NH2:1][C:2]1[CH:3]=[C:4]2[C:9](=[CH:10][CH:11]=1)[N:8]=[CH:7][C:6]([C:12]#[N:13])=[C:5]2[NH:14][C:15]1[CH:20]=[CH:19][C:18]([F:21])=[C:17]([Cl:22])[CH:16]=1.[N+:23]([C:26]1[CH:27]=[C:28]([CH:31]=[CH:32][CH:33]=1)[CH:29]=O)([O-:25])=[O:24].[BH3-]C#N.[Na+], predict the reaction product. (2) Given the reactants I[C:2]1[C:10]2[C:9]([NH2:11])=[N:8][CH:7]=[N:6][C:5]=2[N:4]([CH:12]([CH3:14])[CH3:13])[CH:3]=1.[CH3:15][NH:16][C:17]([NH:19][C:20]1[S:21][C:22]2[CH:28]=[C:27](B3OC(C)(C)C(C)(C)O3)[CH:26]=[CH:25][C:23]=2[N:24]=1)=[O:18].C([O-])([O-])=O.[Na+].[Na+], predict the reaction product. The product is: [NH2:11][C:9]1[C:10]2[C:2]([C:27]3[CH:26]=[CH:25][C:23]4[N:24]=[C:20]([NH:19][C:17]([NH:16][CH3:15])=[O:18])[S:21][C:22]=4[CH:28]=3)=[CH:3][N:4]([CH:12]([CH3:14])[CH3:13])[C:5]=2[N:6]=[CH:7][N:8]=1. (3) Given the reactants [F:1][C:2]([F:33])([F:32])[C:3]1[CH:4]=[C:5]([C@H:13]2[O:17][C:16](=[O:18])[N:15]([CH2:19][C:20]3[CH:25]=[C:24]([C:26]([F:29])([F:28])[F:27])[CH:23]=[CH:22][C:21]=3I)[C@H:14]2[CH3:31])[CH:6]=[C:7]([C:9]([F:12])([F:11])[F:10])[CH:8]=1.[B:34]1([B:34]2[O:38][C:37]([CH3:40])([CH3:39])[C:36]([CH3:42])([CH3:41])[O:35]2)[O:38][C:37]([CH3:40])([CH3:39])[C:36]([CH3:42])([CH3:41])[O:35]1.ClCCl.CC([O-])=O.[K+], predict the reaction product. The product is: [F:1][C:2]([F:33])([F:32])[C:3]1[CH:4]=[C:5]([C@H:13]2[O:17][C:16](=[O:18])[N:15]([CH2:19][C:20]3[CH:25]=[C:24]([C:26]([F:29])([F:28])[F:27])[CH:23]=[CH:22][C:21]=3[B:34]3[O:38][C:37]([CH3:40])([CH3:39])[C:36]([CH3:42])([CH3:41])[O:35]3)[C@H:14]2[CH3:31])[CH:6]=[C:7]([C:9]([F:12])([F:11])[F:10])[CH:8]=1. (4) Given the reactants Cl[C:2]1[N:7]=[CH:6][N:5]=[C:4]([NH:8][C:9]2[CH:10]=[C:11]([CH:22]=[CH:23][CH:24]=2)[CH2:12][S:13](=[N:16][C:17](=[O:21])[O:18][CH2:19][CH3:20])([CH3:15])=[O:14])[N:3]=1.[Cl:25][C:26]1[CH:31]=[CH:30][C:29](B(O)O)=[C:28]([O:35][CH3:36])[CH:27]=1, predict the reaction product. The product is: [Cl:25][C:26]1[CH:31]=[CH:30][C:29]([C:2]2[N:7]=[CH:6][N:5]=[C:4]([NH:8][C:9]3[CH:10]=[C:11]([CH:22]=[CH:23][CH:24]=3)[CH2:12][S:13](=[N:16][C:17](=[O:21])[O:18][CH2:19][CH3:20])([CH3:15])=[O:14])[N:3]=2)=[C:28]([O:35][CH3:36])[CH:27]=1. (5) Given the reactants [C:1]([OH:4])(=O)[CH3:2].C(N(CC)CC)C.ClC(OCC)=O.[NH:18]1[CH2:23][CH2:22][CH:21]([CH2:24][OH:25])[CH2:20][CH2:19]1, predict the reaction product. The product is: [OH:25][CH2:24][CH:21]1[CH2:22][CH2:23][N:18]([C:1](=[O:4])[CH3:2])[CH2:19][CH2:20]1.